From a dataset of Full USPTO retrosynthesis dataset with 1.9M reactions from patents (1976-2016). Predict the reactants needed to synthesize the given product. (1) Given the product [F:1][C@:2]1([CH3:18])[C@@H:6]2[O:7][P@:40]([O:39][CH3:31])(=[O:41])[O:9][CH2:8][C@H:5]2[O:4][C@H:3]1[N:10]1[CH:15]=[CH:14][C:13](=[O:16])[NH:12][C:11]1=[O:17], predict the reactants needed to synthesize it. The reactants are: [F:1][C@:2]1([CH3:18])[C@H:6]([OH:7])[C@@H:5]([CH2:8][OH:9])[O:4][C@H:3]1[N:10]1[CH:15]=[CH:14][C:13](=[O:16])[NH:12][C:11]1=[O:17].N1C=NN=N1.C(N([CH:31]([O:39][P:40]([O-])[O-:41])N(C(C)C)C(C)C)C(C)C)(C)C. (2) The reactants are: [C:1](Cl)(=[O:9])[CH2:2][CH2:3][CH2:4][CH2:5][CH2:6][CH2:7][CH3:8].[S:11]1[CH:15]=[CH:14][CH:13]=[C:12]1[C:16](Cl)=O.C([N:26]1[C:38]2[CH:37]=[CH:36]C=[CH:34][C:33]=2[C:32]2[C:27]1=[CH:28][CH:29]=[CH:30][CH:31]=2)C1C=CC=CC=1. Given the product [C:1]([C:30]1[CH:31]=[C:32]2[C:27](=[CH:28][CH:29]=1)[NH:26][C:38]1[CH:37]=[CH:36][C:16]([C:12]3[S:11][CH:15]=[CH:14][CH:13]=3)=[CH:34][C:33]2=1)(=[O:9])[CH2:2][CH2:3][CH2:4][CH2:5][CH2:6][CH2:7][CH3:8], predict the reactants needed to synthesize it. (3) Given the product [CH3:1][N:2]1[CH:7]2[CH2:8][CH2:9][CH:3]1[C:4]([NH2:16])([C:10]1[CH:15]=[CH:14][CH:13]=[CH:12][CH:11]=1)[CH2:5][CH2:6]2, predict the reactants needed to synthesize it. The reactants are: [CH3:1][N:2]1[CH:7]2[CH2:8][CH2:9][CH:3]1[C:4]([NH:16]C(=O)C)([C:10]1[CH:15]=[CH:14][CH:13]=[CH:12][CH:11]=1)[CH2:5][CH2:6]2.[OH-].[Na+]. (4) Given the product [Br:1][C:9]1[CH:10]=[C:11]([O:13][CH:14]([F:16])[F:15])[CH:12]=[C:7]([Cl:6])[N:8]=1, predict the reactants needed to synthesize it. The reactants are: [Br:1][Si](C)(C)C.[Cl:6][C:7]1[CH:12]=[C:11]([O:13][CH:14]([F:16])[F:15])[CH:10]=[C:9](Cl)[N:8]=1. (5) The reactants are: [OH:1][CH:2]([C:12]([O:14][CH3:15])=[O:13])[C:3]1[CH:11]=[CH:10][C:6]([C:7]([OH:9])=O)=[CH:5][CH:4]=1.CCN=C=NCCCN(C)C.C1C=CC2N(O)N=NC=2C=1.[C:37]([O:41][C:42](=[O:56])[NH:43][C:44]1[CH:49]=[CH:48][C:47]([C:50]2[S:51][CH:52]=[CH:53][CH:54]=2)=[CH:46][C:45]=1[NH2:55])([CH3:40])([CH3:39])[CH3:38]. Given the product [CH3:15][O:14][C:12](=[O:13])[CH:2]([C:3]1[CH:4]=[CH:5][C:6]([C:7](=[O:9])[NH:55][C:45]2[CH:46]=[C:47]([C:50]3[S:51][CH:52]=[CH:53][CH:54]=3)[CH:48]=[CH:49][C:44]=2[NH:43][C:42]([O:41][C:37]([CH3:40])([CH3:39])[CH3:38])=[O:56])=[CH:10][CH:11]=1)[OH:1], predict the reactants needed to synthesize it.